From a dataset of Reaction yield outcomes from USPTO patents with 853,638 reactions. Predict the reaction yield, written as a fraction of the theoretical maximum amount of product (1.0 means a 100% yield; for example, 0.34 means a 34% yield). (1) The reactants are [Br:1][C:2]1[CH:3]=[C:4]([C:7]([NH:9][C@@H:10]([CH2:20][C:21]2[CH:26]=[CH:25][CH:24]=[CH:23][CH:22]=2)[CH2:11][NH:12][C:13](=[O:19])[O:14][C:15]([CH3:18])([CH3:17])[CH3:16])=[O:8])[S:5][CH:6]=1.N[C@@H](CC1C=CC([Cl:48])=CC=1Cl)CN1C(=O)C2C(=CC=CC=2)C1=O.C1C(=O)N(Cl)C(=O)C1. The catalyst is CN(C=O)C. The product is [Br:1][C:2]1[CH:3]=[C:4]([C:7]([NH:9][C@@H:10]([CH2:20][C:21]2[CH:22]=[CH:23][CH:24]=[CH:25][CH:26]=2)[CH2:11][NH:12][C:13](=[O:19])[O:14][C:15]([CH3:18])([CH3:17])[CH3:16])=[O:8])[S:5][C:6]=1[Cl:48]. The yield is 0.650. (2) The reactants are [C:1]1([C:10]2[CH:15]=[CH:14][CH:13]=[CH:12][CH:11]=2)[CH:6]=[CH:5][C:4](B(O)O)=[CH:3][CH:2]=1.[CH3:16][C:17]1[CH:21]=[C:20]([C:22]([O:24][CH2:25][CH3:26])=[O:23])[NH:19][N:18]=1.N1C=CC=CC=1. The catalyst is C(Cl)Cl.C([O-])(=O)C.[Cu+2].C([O-])(=O)C. The product is [CH3:16][C:17]1[CH:21]=[C:20]([C:22]([O:24][CH2:25][CH3:26])=[O:23])[N:19]([C:4]2[CH:5]=[CH:6][C:1]([C:10]3[CH:15]=[CH:14][CH:13]=[CH:12][CH:11]=3)=[CH:2][CH:3]=2)[N:18]=1. The yield is 0.260.